This data is from Forward reaction prediction with 1.9M reactions from USPTO patents (1976-2016). The task is: Predict the product of the given reaction. (1) Given the reactants [C:1]([O:5][C:6](=[O:18])[CH2:7][O:8][C:9]1[CH:14]=[CH:13][C:12]([Cl:15])=[CH:11][C:10]=1[C:16]#[CH:17])(C)(C)C.Cl, predict the reaction product. The product is: [Cl:15][C:12]1[CH:13]=[CH:14][C:9]([O:8][CH2:7][C:6]([O:5][CH3:1])=[O:18])=[C:10]([C:16]#[CH:17])[CH:11]=1. (2) The product is: [CH3:7][C:6]([C@H:8]1[C@@H:12]2[C@@H:13]3[C@@:26]([CH3:29])([CH2:27][CH2:28][C@@:11]2([C:35]([OH:3])=[O:36])[CH2:10][CH2:9]1)[C@@:25]1([CH3:30])[C@@H:16]([C@:17]2([CH3:34])[C@@H:22]([CH2:23][CH2:24]1)[C:21]([CH3:32])([CH3:31])[C:20](=[O:33])[CH2:19][CH2:18]2)[CH2:15][CH2:14]3)=[CH2:5]. Given the reactants CC(C)=[O:3].[CH3:5][C:6]([C@H:8]1[C@@H:12]2[C@@H:13]3[C@@:26]([CH3:29])([CH2:27][CH2:28][C@@:11]2([CH2:35][OH:36])[CH2:10][CH2:9]1)[C@@:25]1([CH3:30])[C@@H:16]([C@:17]2([CH3:34])[C@@H:22]([CH2:23][CH2:24]1)[C:21]([CH3:32])([CH3:31])[C@@H:20]([OH:33])[CH2:19][CH2:18]2)[CH2:15][CH2:14]3)=[CH2:7], predict the reaction product. (3) Given the reactants [CH:1]1([CH2:7][NH:8][C:9]2[CH:14]=[CH:13][C:12]([N:15]([CH3:24])[S:16]([C:19]3[S:20][CH:21]=[CH:22][CH:23]=3)(=[O:18])=[O:17])=[CH:11][C:10]=2[N+:25]([O-])=O)[CH2:6][CH2:5][CH2:4][CH2:3][CH2:2]1.O.O.[Sn](Cl)Cl, predict the reaction product. The product is: [NH2:25][C:10]1[CH:11]=[C:12]([N:15]([CH3:24])[S:16]([C:19]2[S:20][CH:21]=[CH:22][CH:23]=2)(=[O:18])=[O:17])[CH:13]=[CH:14][C:9]=1[NH:8][CH2:7][CH:1]1[CH2:6][CH2:5][CH2:4][CH2:3][CH2:2]1. (4) Given the reactants [Br:1][C:2]1[CH:3]=[C:4]([C:20]([OH:22])=O)[C:5]2[C:6]3[CH2:7][CH:8]([C:15]([O:17][CH2:18][CH3:19])=[O:16])[CH2:9][CH2:10][C:11]=3[NH:12][C:13]=2[CH:14]=1.C(Cl)CCl.C1C=CC2N(O)N=[N:33]C=2C=1.[OH-].[NH4+], predict the reaction product. The product is: [Br:1][C:2]1[CH:14]=[C:13]2[C:5]([C:6]3[CH2:7][CH:8]([C:15]([O:17][CH2:18][CH3:19])=[O:16])[CH2:9][CH2:10][C:11]=3[NH:12]2)=[C:4]([C:20](=[O:22])[NH2:33])[CH:3]=1.